From a dataset of Forward reaction prediction with 1.9M reactions from USPTO patents (1976-2016). Predict the product of the given reaction. The product is: [CH3:21][O:22][CH2:23][O:15][CH2:14][C:11]1[CH:10]=[C:9]([C:6]2[CH:5]=[CH:4][C:3]([C:2]([F:1])([F:16])[F:17])=[CH:8][CH:7]=2)[O:13][N:12]=1. Given the reactants [F:1][C:2]([F:17])([F:16])[C:3]1[CH:8]=[CH:7][C:6]([C:9]2[O:13][N:12]=[C:11]([CH2:14][OH:15])[CH:10]=2)=[CH:5][CH:4]=1.[H-].[Na+].Cl[CH2:21][O:22][CH3:23], predict the reaction product.